This data is from Full USPTO retrosynthesis dataset with 1.9M reactions from patents (1976-2016). The task is: Predict the reactants needed to synthesize the given product. (1) Given the product [CH:1]1([CH:7]([NH:24][C:25]2[CH:30]=[CH:29][C:28]([C:31]([N:33]([CH3:41])[CH2:34][CH2:35][C:36]([O:38][CH2:39][CH3:40])=[O:37])=[O:32])=[CH:27][CH:26]=2)[C:8]2[O:9][C:10]3[CH:17]=[CH:16][C:15]([O:18][CH2:19][CH2:20][CH2:21][S:44]([CH3:48])(=[O:46])=[O:43])=[CH:14][C:11]=3[C:12]=2[CH3:13])[CH2:2][CH2:3][CH2:4][CH2:5][CH2:6]1, predict the reactants needed to synthesize it. The reactants are: [CH:1]1([CH:7]([NH:24][C:25]2[CH:30]=[CH:29][C:28]([C:31]([N:33]([CH3:41])[CH2:34][CH2:35][C:36]([O:38][CH2:39][CH3:40])=[O:37])=[O:32])=[CH:27][CH:26]=2)[C:8]2[O:9][C:10]3[CH:17]=[CH:16][C:15]([O:18][CH2:19][CH2:20][CH2:21]SC)=[CH:14][C:11]=3[C:12]=2[CH3:13])[CH2:6][CH2:5][CH2:4][CH2:3][CH2:2]1.O[O:43][S:44]([O-:46])=O.[K+].[CH3:48]O. (2) Given the product [NH2:11][C:12]1[C:21]([C:22]([NH:24][C:25]2[CH:26]=[N:27][CH:28]=[C:29]([F:40])[C:30]=2[N:31]2[CH2:36][CH2:35][CH:34]([C:37]([N:60]3[CH2:61][CH2:62][N:57]([CH:55]4[CH2:56][O:53][CH2:54]4)[CH2:58][CH2:59]3)=[O:38])[CH2:33][CH2:32]2)=[O:23])=[C:15]2[N:14]=[CH:19][C:18]([F:20])=[CH:17][N:16]2[N:13]=1, predict the reactants needed to synthesize it. The reactants are: C(N(CC)C(C)C)(C)C.Cl.[NH2:11][C:12]1[C:21]([C:22]([NH:24][C:25]2[CH:26]=[N:27][CH:28]=[C:29]([F:40])[C:30]=2[N:31]2[CH2:36][CH2:35][CH:34]([C:37](O)=[O:38])[CH2:33][CH2:32]2)=[O:23])=[C:15]2[N:16]=[CH:17][C:18]([F:20])=[CH:19][N:14]2[N:13]=1.C(N1C=CN=C1)(N1C=CN=C1)=O.[O:53]1[CH2:56][CH:55]([N:57]2[CH2:62][CH2:61][NH:60][CH2:59][CH2:58]2)[CH2:54]1.[OH-].[Na+]. (3) Given the product [CH3:1][C@@:2]12[C@H:11]3[CH2:12][CH:13]=[C:14]4[C@@H:19]5[CH2:20][C:21]([CH3:24])([CH3:25])[CH2:22][CH2:23][C@:18]5([C:26]([O:28][CH3:37])=[O:27])[C@H:17]([OH:29])[CH2:16][C@@:15]4([CH3:30])[C@:10]3([CH3:31])[CH2:9][CH2:8][C@H:7]1[C:6]([CH3:33])([CH3:32])[C@@H:5]([OH:34])[CH2:4][CH2:3]2, predict the reactants needed to synthesize it. The reactants are: [CH3:1][C@@:2]12[C@H:11]3[CH2:12][CH:13]=[C:14]4[C@H:19]5[CH2:20][C:21]([CH3:25])([CH3:24])[CH2:22][CH2:23][C@:18]5([C:26]([OH:28])=[O:27])[C@H:17]([OH:29])[CH2:16][C@@:15]4([CH3:30])[C@:10]3([CH3:31])[CH2:9][CH2:8][C@H:7]1[C:6]([CH3:33])([CH3:32])[C@@H:5]([OH:34])[CH2:4][CH2:3]2.CO.[C:37]([O-])(=O)C.[NH4+].[BH3-]C#N.[Na+]. (4) Given the product [CH3:1][O:2][CH2:3][CH2:4][N:5]1[C:14]2[C:9](=[CH:10][CH:11]=[C:12]([CH2:15][N:16]3[CH:20]=[C:19]([C:21]([OH:23])=[O:22])[CH:18]=[N:17]3)[CH:13]=2)[CH2:8][CH2:7][CH2:6]1, predict the reactants needed to synthesize it. The reactants are: [CH3:1][O:2][CH2:3][CH2:4][N:5]1[C:14]2[C:9](=[CH:10][CH:11]=[C:12]([CH2:15][N:16]3[CH:20]=[C:19]([C:21]([O:23]CC)=[O:22])[CH:18]=[N:17]3)[CH:13]=2)[CH2:8][CH2:7][CH2:6]1. (5) Given the product [S:53]1[CH2:52][CH2:51][N:50]=[C:48]1[C:45]1[NH:46][C:47]2[C:43]([CH:44]=1)=[CH:42][CH:41]=[CH:40][C:39]=2[N:38]([CH2:36][CH3:37])[S:73]([C:76]1[S:77][CH:78]=[CH:79][CH:80]=1)(=[O:75])=[O:74], predict the reactants needed to synthesize it. The reactants are: C1(P(=O)(C2C=CC=CC=2)C2C=CC=CC=2)C=CC=CC=1.FC(F)(F)S(OS(C(F)(F)F)(=O)=O)(=O)=O.[CH2:36]([N:38]([S:73]([C:76]1[S:77][CH:78]=[CH:79][CH:80]=1)(=[O:75])=[O:74])[C:39]1[CH:40]=[CH:41][CH:42]=[C:43]2[C:47]=1[NH:46][C:45]([C:48]([NH:50][CH2:51][CH2:52][S:53]C(C1C=CC=CC=1)(C1C=CC=CC=1)C1C=CC=CC=1)=O)=[CH:44]2)[CH3:37]. (6) The reactants are: Cl[C:2]1[CH:7]=[C:6]([CH:8]2[CH2:10][CH2:9]2)[CH:5]=[C:4]([Cl:11])[N:3]=1.CC1(C)C(C)(C)OB([C:20]2[CH:21]=[CH:22][C:23]([N:26]3[CH2:31][CH2:30][O:29][CH2:28][CH2:27]3)=[N:24][CH:25]=2)O1.[Na].C(=O)([O-])[O-]. Given the product [Cl:11][C:4]1[N:3]=[C:2]([C:20]2[CH:25]=[N:24][C:23]([N:26]3[CH2:27][CH2:28][O:29][CH2:30][CH2:31]3)=[CH:22][CH:21]=2)[CH:7]=[C:6]([CH:8]2[CH2:10][CH2:9]2)[CH:5]=1, predict the reactants needed to synthesize it.